From a dataset of Reaction yield outcomes from USPTO patents with 853,638 reactions. Predict the reaction yield, written as a fraction of the theoretical maximum amount of product (1.0 means a 100% yield; for example, 0.34 means a 34% yield). (1) The reactants are [NH2:1][CH2:2][C@H:3]1[CH2:7][CH2:6][C@@H:5]([C:8]([OH:10])=[O:9])[CH2:4]1.C([O-])([O-])=O.[Na+].[Na+].[C:17](O[C:17]([O:19][C:20]([CH3:23])([CH3:22])[CH3:21])=[O:18])([O:19][C:20]([CH3:23])([CH3:22])[CH3:21])=[O:18].Cl. The catalyst is C1COCC1.O.CCOC(C)=O. The product is [C:20]([O:19][C:17]([NH:1][CH2:2][C@H:3]1[CH2:7][CH2:6][C@@H:5]([C:8]([OH:10])=[O:9])[CH2:4]1)=[O:18])([CH3:23])([CH3:22])[CH3:21]. The yield is 0.350. (2) The reactants are [CH:1]([C:4]1[CH:9]=[CH:8][CH:7]=[CH:6][C:5]=1[OH:10])([CH3:3])[CH3:2].[C:11]1(=O)[O:16][C:14](=[O:15])[C:13]2=[CH:17][CH:18]=[CH:19][CH:20]=[C:12]12. The yield is 0.960. The product is [OH:10][C:5]1[CH:6]=[CH:7][C:8]([C:11]2([C:8]3[CH:7]=[CH:6][C:5]([OH:10])=[C:4]([CH:1]([CH3:3])[CH3:2])[CH:9]=3)[C:12]3[C:13](=[CH:17][CH:18]=[CH:19][CH:20]=3)[C:14](=[O:15])[O:16]2)=[CH:9][C:4]=1[CH:1]([CH3:3])[CH3:2]. The catalyst is [Cl-].[Zn+2].[Cl-]. (3) The yield is 0.970. No catalyst specified. The product is [CH:12]1([CH:7]([NH:6][C:2]([O:4][CH3:5])=[O:3])[CH2:8][C:9]([OH:11])=[O:10])[CH2:17][CH2:16][CH2:15][CH2:14][CH2:13]1. The reactants are Cl[C:2]([O:4][CH3:5])=[O:3].[NH2:6][CH:7]([CH:12]1[CH2:17][CH2:16][CH2:15][CH2:14][CH2:13]1)[CH2:8][C:9]([OH:11])=[O:10].C(=O)([O-])[O-].[K+].[K+].O.O1CCCC1.